This data is from Full USPTO retrosynthesis dataset with 1.9M reactions from patents (1976-2016). The task is: Predict the reactants needed to synthesize the given product. (1) Given the product [CH:25]1([S:22]([C:17]2[CH:18]=[C:19]([O:20][CH3:21])[C:14]([NH:13][S:10]([CH2:9][C:4]3[CH:5]=[C:6]([Cl:8])[CH:7]=[C:2]([Cl:1])[CH:3]=3)(=[O:11])=[O:12])=[N:15][CH:16]=2)(=[O:24])=[O:23])[CH2:27][CH2:34][CH2:29][CH2:26]1, predict the reactants needed to synthesize it. The reactants are: [Cl:1][C:2]1[CH:3]=[C:4]([CH2:9][S:10]([NH:13][C:14]2[C:19]([O:20][CH3:21])=[CH:18][C:17]([S:22]([CH:25]([CH3:27])[CH3:26])(=[O:24])=[O:23])=[CH:16][N:15]=2)(=[O:12])=[O:11])[CH:5]=[C:6]([Cl:8])[CH:7]=1.Cl[C:29]1C=C(CS(NC2C(OC)=CC(SC(C)C)=CN=2)(=O)=O)C=C(Cl)[CH:34]=1. (2) Given the product [CH2:45]([O:52][NH:53][C:30]([C:28]1[CH:29]=[C:24]2[CH:23]=[CH:22][N:21]([CH2:20][C:19]3[CH:33]=[CH:34][C:35]([F:37])=[CH:36][C:18]=3[F:17])[C:25]2=[CH:26][N:27]=1)=[O:32])[C:46]1[CH:51]=[CH:50][CH:49]=[CH:48][CH:47]=1, predict the reactants needed to synthesize it. The reactants are: Cl.C(N=C=N)C.ON1C2C=CC=CC=2N=N1.[F:17][C:18]1[CH:36]=[C:35]([F:37])[CH:34]=[CH:33][C:19]=1[CH2:20][N:21]1[C:25]2=[CH:26][N:27]=[C:28]([C:30]([OH:32])=O)[CH:29]=[C:24]2[CH:23]=[CH:22]1.C(N(CC)CC)C.[CH2:45]([O:52][NH2:53])[C:46]1[CH:51]=[CH:50][CH:49]=[CH:48][CH:47]=1. (3) Given the product [CH:56]1([C:44]2[C:43]([CH:1]3[CH2:3][CH2:2]3)=[CH:52][C:47]([C:48]([O:50][CH3:51])=[O:49])=[C:46]([O:53][CH2:54][CH3:55])[CH:45]=2)[CH2:58][CH2:57]1, predict the reactants needed to synthesize it. The reactants are: [CH:1]1(B(O)O)[CH2:3][CH2:2]1.C(=O)([O-])[O-].[Na+].[Na+].C1(P(C2CCCCC2)C2C=CC=CC=2C2C(OC)=CC=CC=2OC)CCCCC1.Br[C:43]1[C:44]([CH:56]2[CH2:58][CH2:57]2)=[CH:45][C:46]([O:53][CH2:54][CH3:55])=[C:47]([CH:52]=1)[C:48]([O:50][CH3:51])=[O:49].